From a dataset of Forward reaction prediction with 1.9M reactions from USPTO patents (1976-2016). Predict the product of the given reaction. (1) The product is: [CH2:1]1[C@@H:10]2[C@H:5]([CH2:6][CH2:7][C:8]3[CH:14]=[CH:13][CH:12]=[CH:11][C:9]=32)[NH:4][C:3](=[O:15])[CH2:2]1. Given the reactants [CH2:1]1[C:10]2[C:9]3[CH:11]=[CH:12][CH:13]=[CH:14][C:8]=3[CH2:7][CH2:6][C:5]=2[NH:4][C:3](=[O:15])[CH2:2]1.C([SiH](CC)CC)C.FC(F)(F)C(O)=O.C(=O)(O)[O-].[Na+], predict the reaction product. (2) The product is: [N:15]([CH2:2][C:3]1[CH:4]=[C:5]([CH:10]=[C:11]([O:13][CH3:14])[CH:12]=1)[C:6]([O:8][CH3:9])=[O:7])=[N+:16]=[N-:17]. Given the reactants Br[CH2:2][C:3]1[CH:4]=[C:5]([CH:10]=[C:11]([O:13][CH3:14])[CH:12]=1)[C:6]([O:8][CH3:9])=[O:7].[N-:15]=[N+:16]=[N-:17].[Na+], predict the reaction product.